This data is from Peptide-MHC class II binding affinity with 134,281 pairs from IEDB. The task is: Regression. Given a peptide amino acid sequence and an MHC pseudo amino acid sequence, predict their binding affinity value. This is MHC class II binding data. (1) The binding affinity (normalized) is 0.773. The MHC is DRB1_0401 with pseudo-sequence DRB1_0401. The peptide sequence is LNKIVRMYSPVSILDI. (2) The peptide sequence is ESQIATIEQSAPSQSDQEQL. The MHC is HLA-DQA10301-DQB10302 with pseudo-sequence HLA-DQA10301-DQB10302. The binding affinity (normalized) is 0.140. (3) The peptide sequence is RAYRNALSMMPEAMT. The MHC is DRB1_1101 with pseudo-sequence DRB1_1101. The binding affinity (normalized) is 0.750. (4) The peptide sequence is EHYTVLFSDLANSHQ. The MHC is DRB1_0701 with pseudo-sequence DRB1_0701. The binding affinity (normalized) is 0.524.